From a dataset of Catalyst prediction with 721,799 reactions and 888 catalyst types from USPTO. Predict which catalyst facilitates the given reaction. Reactant: [CH3:1][C:2]1[CH:7]=[C:6]([C:8]2[CH:9]=[CH:10][C:11]3[N:18]4[CH2:19][C@H:14]([CH2:15][CH2:16][CH2:17]4)[NH:13][C:12]=3[N:20]=2)[CH:5]=[CH:4][N:3]=1.C(N(CC)CC)C.ClC(Cl)(O[C:32](=[O:38])OC(Cl)(Cl)Cl)Cl.[F:40][C:41]1[CH:42]=[C:43]([NH2:47])[CH:44]=[N:45][CH:46]=1. Product: [F:40][C:41]1[CH:42]=[C:43]([NH:47][C:32]([N:13]2[C@@H:14]3[CH2:19][N:18]([CH2:17][CH2:16][CH2:15]3)[C:11]3[CH:10]=[CH:9][C:8]([C:6]4[CH:5]=[CH:4][N:3]=[C:2]([CH3:1])[CH:7]=4)=[N:20][C:12]2=3)=[O:38])[CH:44]=[N:45][CH:46]=1. The catalyst class is: 7.